Dataset: Catalyst prediction with 721,799 reactions and 888 catalyst types from USPTO. Task: Predict which catalyst facilitates the given reaction. (1) Reactant: [OH:1][CH:2]([C:6]1[CH:11]=[CH:10][C:9]([C:12]2[N:16]=[C:15]([C:17]3[O:21][N:20]=[C:19]([C:22]4[CH:27]=[CH:26][CH:25]=[CH:24][CH:23]=4)[C:18]=3[C:28]([F:31])([F:30])[F:29])[O:14][N:13]=2)=[CH:8][CH:7]=1)[C:3]([OH:5])=O.[NH2:32][C@@H:33]([CH:36]([CH3:38])[CH3:37])[C:34]#[N:35].C(O)=O.CN1CCOCC1.CN(C(ON1N=NC2C=CC=NC1=2)=[N+](C)C)C.F[P-](F)(F)(F)(F)F. Product: [C:34]([C@@H:33]([NH:32][C:3](=[O:5])[CH:2]([OH:1])[C:6]1[CH:7]=[CH:8][C:9]([C:12]2[N:16]=[C:15]([C:17]3[O:21][N:20]=[C:19]([C:22]4[CH:23]=[CH:24][CH:25]=[CH:26][CH:27]=4)[C:18]=3[C:28]([F:29])([F:30])[F:31])[O:14][N:13]=2)=[CH:10][CH:11]=1)[CH:36]([CH3:38])[CH3:37])#[N:35]. The catalyst class is: 3. (2) Reactant: [CH3:1][C@H:2]([NH2:11])[C@H:3]([OH:10])[C:4]1[CH:9]=[CH:8][CH:7]=[CH:6][CH:5]=1.I[C:13]1[CH:14]=[C:15]2[C:19](=[CH:20][CH:21]=1)[N:18]([C:22]1[CH:27]=[CH:26][N:25]=[CH:24][CH:23]=1)[N:17]=[CH:16]2.C(=O)([O-])[O-].[Cs+].[Cs+].C(#N)CCC. Product: [N:25]1[CH:26]=[CH:27][C:22]([N:18]2[C:19]3[C:15](=[CH:14][C:13]([O:10][C@H:3]([C:4]4[CH:5]=[CH:6][CH:7]=[CH:8][CH:9]=4)[C@H:2]([CH3:1])[NH2:11])=[CH:21][CH:20]=3)[CH:16]=[N:17]2)=[CH:23][CH:24]=1. The catalyst class is: 205. (3) Reactant: C(OC([N:11]1[CH2:20][CH2:19][C:18]2[C:13](=[C:14]([C:22]3[CH:27]=[C:26]([CH2:28][C:29]([O:31][CH2:32][CH3:33])=[O:30])[CH:25]=[CH:24][C:23]=3[O:34][CH:35]([CH3:37])[CH3:36])[CH:15]=[CH:16][C:17]=2[F:21])[CH2:12]1)=O)C1C=CC=CC=1. Product: [CH2:32]([O:31][C:29](=[O:30])[CH2:28][C:26]1[CH:25]=[CH:24][C:23]([O:34][CH:35]([CH3:37])[CH3:36])=[C:22]([C:14]2[CH:15]=[CH:16][C:17]([F:21])=[C:18]3[C:13]=2[CH2:12][NH:11][CH2:20][CH2:19]3)[CH:27]=1)[CH3:33]. The catalyst class is: 50. (4) Reactant: C1(P(C2C=CC=CC=2)C2C=CC=CC=2)C=CC=CC=1.[OH:20][CH2:21][CH2:22][C:23]1[CH:28]=[CH:27][C:26]([NH:29][C:30](=[O:34])[CH:31]([CH3:33])[CH3:32])=[CH:25][CH:24]=1.[CH2:35]([O:37][C:38](=[O:51])[C@@H:39]([O:48][CH2:49][CH3:50])[CH2:40][C:41]1[CH:46]=[CH:45][C:44](O)=[CH:43][CH:42]=1)[CH3:36].N(C(N1CCCCC1)=O)=NC(N1CCCCC1)=O. Product: [CH2:35]([O:37][C:38](=[O:51])[C@@H:39]([O:48][CH2:49][CH3:50])[CH2:40][C:41]1[CH:46]=[CH:45][C:44]([O:20][CH2:21][CH2:22][C:23]2[CH:28]=[CH:27][C:26]([NH:29][C:30](=[O:34])[CH:31]([CH3:32])[CH3:33])=[CH:25][CH:24]=2)=[CH:43][CH:42]=1)[CH3:36]. The catalyst class is: 4. (5) Reactant: [CH3:1][O:2][C:3]1[CH:8]=[CH:7][C:6]([C:9]2[NH:13][N:12]=[C:11]([CH3:14])[CH:10]=2)=[CH:5][CH:4]=1.[H-].[Na+].[Cl:17][C:18]1[CH:38]=[CH:37][C:36]([C:39]([F:42])([F:41])[F:40])=[CH:35][C:19]=1[C:20]([NH:22][C@H:23]1[CH2:28][CH2:27][C@H:26]([CH2:29]OS(C)(=O)=O)[CH2:25][CH2:24]1)=[O:21]. Product: [Cl:17][C:18]1[CH:38]=[CH:37][C:36]([C:39]([F:40])([F:41])[F:42])=[CH:35][C:19]=1[C:20]([NH:22][C@H:23]1[CH2:28][CH2:27][C@H:26]([CH2:29][N:12]2[C:11]([CH3:14])=[CH:10][C:9]([C:6]3[CH:5]=[CH:4][C:3]([O:2][CH3:1])=[CH:8][CH:7]=3)=[N:13]2)[CH2:25][CH2:24]1)=[O:21]. The catalyst class is: 173. (6) Reactant: Cl[C:2]1[N:7]=[C:6]([S:8][CH3:9])[C:5]([F:10])=[CH:4][N:3]=1.[F:11][C:12]1[CH:13]=[C:14]2[C:20](B3OC(C)(C)C(C)(C)O3)=[CH:19][N:18]([S:30]([C:33]3[CH:38]=[CH:37][C:36]([CH3:39])=[CH:35][CH:34]=3)(=[O:32])=[O:31])[C:15]2=[N:16][CH:17]=1.C([O-])([O-])=O.[Na+].[Na+]. Product: [F:11][C:12]1[CH:13]=[C:14]2[C:20]([C:2]3[N:7]=[C:6]([S:8][CH3:9])[C:5]([F:10])=[CH:4][N:3]=3)=[CH:19][N:18]([S:30]([C:33]3[CH:38]=[CH:37][C:36]([CH3:39])=[CH:35][CH:34]=3)(=[O:31])=[O:32])[C:15]2=[N:16][CH:17]=1. The catalyst class is: 108. (7) Reactant: [CH3:1][S:2][CH:3](O)[CH2:4][CH3:5].ClCCl.C(N(CC)CC)C.[Cl-].[C:18]([O-:23])(=[O:22])[C:19]([CH3:21])=[CH2:20]. The catalyst class is: 6. Product: [CH3:1][S:2][CH2:3][CH2:4][CH2:5][O:23][C:18](=[O:22])[C:19]([CH3:21])=[CH2:20].